From a dataset of NCI-60 drug combinations with 297,098 pairs across 59 cell lines. Regression. Given two drug SMILES strings and cell line genomic features, predict the synergy score measuring deviation from expected non-interaction effect. (1) Drug 1: C1CC(=O)NC(=O)C1N2C(=O)C3=CC=CC=C3C2=O. Drug 2: CC1=C(C(=O)C2=C(C1=O)N3CC4C(C3(C2COC(=O)N)OC)N4)N. Cell line: SK-MEL-2. Synergy scores: CSS=41.8, Synergy_ZIP=3.38, Synergy_Bliss=5.08, Synergy_Loewe=-26.2, Synergy_HSA=5.04. (2) Drug 1: CCC(=C(C1=CC=CC=C1)C2=CC=C(C=C2)OCCN(C)C)C3=CC=CC=C3.C(C(=O)O)C(CC(=O)O)(C(=O)O)O. Drug 2: C1C(C(OC1N2C=NC(=NC2=O)N)CO)O. Cell line: 786-0. Synergy scores: CSS=1.63, Synergy_ZIP=-1.43, Synergy_Bliss=0.562, Synergy_Loewe=-2.65, Synergy_HSA=-0.467. (3) Drug 1: C(=O)(N)NO. Drug 2: CC1C(C(CC(O1)OC2CC(CC3=C2C(=C4C(=C3O)C(=O)C5=CC=CC=C5C4=O)O)(C(=O)C)O)N)O. Cell line: MALME-3M. Synergy scores: CSS=44.9, Synergy_ZIP=-3.45, Synergy_Bliss=-4.36, Synergy_Loewe=-30.8, Synergy_HSA=-3.96. (4) Synergy scores: CSS=4.13, Synergy_ZIP=0.242, Synergy_Bliss=2.87, Synergy_Loewe=1.02, Synergy_HSA=1.13. Drug 1: CCN(CC)CCNC(=O)C1=C(NC(=C1C)C=C2C3=C(C=CC(=C3)F)NC2=O)C. Cell line: OVCAR-5. Drug 2: CC(C)(C#N)C1=CC(=CC(=C1)CN2C=NC=N2)C(C)(C)C#N. (5) Drug 1: C1=C(C(=O)NC(=O)N1)N(CCCl)CCCl. Drug 2: C(CCl)NC(=O)N(CCCl)N=O. Cell line: UACC62. Synergy scores: CSS=21.5, Synergy_ZIP=-9.70, Synergy_Bliss=-2.35, Synergy_Loewe=-7.90, Synergy_HSA=-2.42. (6) Drug 1: CCCCCOC(=O)NC1=NC(=O)N(C=C1F)C2C(C(C(O2)C)O)O. Drug 2: CC(C)CN1C=NC2=C1C3=CC=CC=C3N=C2N. Cell line: K-562. Synergy scores: CSS=-5.50, Synergy_ZIP=4.79, Synergy_Bliss=7.34, Synergy_Loewe=-2.74, Synergy_HSA=-0.759.